This data is from Full USPTO retrosynthesis dataset with 1.9M reactions from patents (1976-2016). The task is: Predict the reactants needed to synthesize the given product. (1) Given the product [CH:1]1([CH2:7][CH2:8][CH2:9][C@@H:10]([C:19]2[O:23][N:22]=[C:21]([C:24]([N:26]3[CH2:34][C:33]4[C:28](=[CH:29][CH:30]=[CH:31][CH:32]=4)[CH2:27]3)=[O:25])[N:20]=2)[CH2:11][C:12]([OH:14])=[O:13])[CH2:6][CH2:5][CH2:4][CH2:3][CH2:2]1, predict the reactants needed to synthesize it. The reactants are: [CH:1]1([CH2:7][CH2:8][CH2:9][C@@H:10]([C:19]2[O:23][N:22]=[C:21]([C:24]([N:26]3[CH2:34][C:33]4[C:28](=[CH:29][CH:30]=[CH:31][CH:32]=4)[CH2:27]3)=[O:25])[N:20]=2)[CH2:11][C:12]([O:14]C(C)(C)C)=[O:13])[CH2:6][CH2:5][CH2:4][CH2:3][CH2:2]1.FC(F)(F)C(O)=O. (2) Given the product [Cl:8][C:6]1[N:5]=[N:4][C:3]([O:20][C:14]2[C:15]([CH3:19])=[CH:16][CH:17]=[CH:18][C:13]=2[CH:10]2[CH2:11][CH2:12]2)=[C:2]([OH:1])[CH:7]=1, predict the reactants needed to synthesize it. The reactants are: [OH:1][C:2]1[CH:7]=[C:6]([Cl:8])[N:5]=[N:4][C:3]=1Cl.[CH:10]1([C:13]2[CH:18]=[CH:17][CH:16]=[C:15]([CH3:19])[C:14]=2[OH:20])[CH2:12][CH2:11]1.CC(CCC1C=CC=CC=1)CO.[OH-].[K+].Cl. (3) Given the product [Cl:12][C:9]1[CH:10]=[CH:11][C:6]([CH2:5][C:4]2[NH:39][C:37](=[O:38])[C:20]3[N:21]=[CH:22][N:23]([CH:24]([CH:34]([OH:36])[CH3:35])[CH2:25][CH2:26][CH2:27][C:28]4[CH:33]=[CH:32][CH:31]=[CH:30][CH:29]=4)[C:19]=3[N:18]=2)=[CH:7][C:8]=1[O:13][CH:14]([F:15])[F:16], predict the reactants needed to synthesize it. The reactants are: C(O[C:4](=O)[CH2:5][C:6]1[CH:11]=[CH:10][C:9]([Cl:12])=[C:8]([O:13][CH:14]([F:16])[F:15])[CH:7]=1)C.[NH2:18][C:19]1[N:23]([CH:24]([CH:34]([OH:36])[CH3:35])[CH2:25][CH2:26][CH2:27][C:28]2[CH:33]=[CH:32][CH:31]=[CH:30][CH:29]=2)[CH:22]=[N:21][C:20]=1[C:37]([NH2:39])=[O:38].[Na]. (4) The reactants are: [H-].[Na+].[CH3:3][O:4][C:5]1[C:10]([NH:11][C:12](=[O:15])[CH2:13][CH3:14])=[CH:9][C:8]([CH3:16])=[C:7]([C:17]2[CH:22]=[CH:21][C:20]([O:23][C:24]([F:27])([F:26])[F:25])=[CH:19][C:18]=2[O:28][CH3:29])[N:6]=1.I[CH2:31][CH2:32][CH3:33].O. Given the product [CH3:3][O:4][C:5]1[C:10]([N:11]([CH2:31][CH2:32][CH3:33])[C:12](=[O:15])[CH2:13][CH3:14])=[CH:9][C:8]([CH3:16])=[C:7]([C:17]2[CH:22]=[CH:21][C:20]([O:23][C:24]([F:27])([F:26])[F:25])=[CH:19][C:18]=2[O:28][CH3:29])[N:6]=1, predict the reactants needed to synthesize it. (5) Given the product [Cl:21][C:8]1[C:7]([O:22][CH2:23][CH:24]([O:27][CH3:28])[O:25][CH3:26])=[CH:6][CH:5]=[C:4]2[C:9]=1[N:10]=[C:11]([C:13]1[N:14]=[C:15]([CH:18]([CH3:20])[CH3:19])[S:16][CH:17]=1)[CH:2]=[C:1]2[OH:3], predict the reactants needed to synthesize it. The reactants are: [C:1]([C:4]1[C:9]([NH:10][C:11]([C:13]2[N:14]=[C:15]([CH:18]([CH3:20])[CH3:19])[S:16][CH:17]=2)=O)=[C:8]([Cl:21])[C:7]([O:22][CH2:23][CH:24]([O:27][CH3:28])[O:25][CH3:26])=[CH:6][CH:5]=1)(=[O:3])[CH3:2].CC([O-])(C)C.[K+].Cl. (6) The reactants are: C(OC(=O)[N:10]([CH2:17][C:18]1[CH:23]=[CH:22][C:21]([NH:24][C:25](=[O:46])[C:26]2[CH:31]=[CH:30][C:29]([CH2:32][N:33]([CH2:40][C:41]3[NH:42][CH:43]=[CH:44][N:45]=3)[CH2:34][C:35]3[NH:36][CH:37]=[CH:38][N:39]=3)=[CH:28][CH:27]=2)=[CH:20][CH:19]=1)[CH:11]1[CH2:16][CH2:15][CH2:14][CH2:13][CH2:12]1)C1C=CC=CC=1.[H][H]. Given the product [NH:36]1[CH:37]=[CH:38][N:39]=[C:35]1[CH2:34][N:33]([CH2:32][C:29]1[CH:30]=[CH:31][C:26]([C:25]([NH:24][C:21]2[CH:22]=[CH:23][C:18]([CH2:17][NH:10][CH:11]3[CH2:12][CH2:13][CH2:14][CH2:15][CH2:16]3)=[CH:19][CH:20]=2)=[O:46])=[CH:27][CH:28]=1)[CH2:40][C:41]1[NH:45][CH:44]=[CH:43][N:42]=1, predict the reactants needed to synthesize it. (7) Given the product [C:19]([O:18][C:16](=[O:17])[NH:15][C@H:11]1[CH2:10][NH:9][C:3]2[N:4]=[CH:5][N:6]=[C:7]([Cl:8])[C:2]=2[NH:1][C:12]1=[O:13])([CH3:22])([CH3:21])[CH3:20], predict the reactants needed to synthesize it. The reactants are: [NH2:1][C:2]1[C:3]([NH:9][CH2:10][C@H:11]([NH:15][C:16]([O:18][C:19]([CH3:22])([CH3:21])[CH3:20])=[O:17])[C:12](O)=[O:13])=[N:4][CH:5]=[N:6][C:7]=1[Cl:8].CN(C(ON1N=NC2C=CC=NC1=2)=[N+](C)C)C.F[P-](F)(F)(F)(F)F.CCN(C(C)C)C(C)C.O. (8) Given the product [C:1]([O:5][C:6](=[O:7])[NH:8][C:9]1[CH:14]=[C:13]([Cl:15])[CH:12]=[CH:11][C:10]=1/[CH:16]=[CH:17]/[C:18]([N:30]1[CH2:29][C@@H:28]([CH3:34])[N:27]([CH2:26][C:25]2[CH:35]=[CH:36][C:22]([F:21])=[CH:23][CH:24]=2)[CH2:32][C@@H:31]1[CH3:33])=[O:20])([CH3:2])([CH3:3])[CH3:4], predict the reactants needed to synthesize it. The reactants are: [C:1]([O:5][C:6]([NH:8][C:9]1[CH:14]=[C:13]([Cl:15])[CH:12]=[CH:11][C:10]=1/[CH:16]=[CH:17]/[C:18]([OH:20])=O)=[O:7])([CH3:4])([CH3:3])[CH3:2].[F:21][C:22]1[CH:36]=[CH:35][C:25]([CH2:26][N:27]2[CH2:32][C@H:31]([CH3:33])[NH:30][CH2:29][C@H:28]2[CH3:34])=[CH:24][CH:23]=1.CCN=C=NCCCN(C)C.Cl.Cl. (9) Given the product [N:1]1[C:6]2[CH2:7][CH2:8][N:9]([CH2:11][CH2:12][CH2:13][CH2:14][O:15][C:16]3[CH:25]=[C:24]4[C:19]([CH2:20][CH2:21][C:22](=[O:26])[NH:23]4)=[CH:18][CH:17]=3)[CH2:10][C:5]=2[S:29][CH:2]=1, predict the reactants needed to synthesize it. The reactants are: [N:1]1[C:6]2[CH2:7][CH2:8][N:9]([CH2:11][CH2:12][CH2:13][CH2:14][O:15][C:16]3[CH:25]=[C:24]4[C:19]([CH2:20][CH2:21][C:22](=[O:26])[NH:23]4)=[CH:18][CH:17]=3)[CH2:10][C:5]=2C=N[CH:2]=1.N1C2CCNCC=2[S:29]C=1. (10) Given the product [N:26]1[CH:27]=[CH:28][CH:29]=[CH:30][C:25]=1[C:2]1[CH:3]=[C:4]([N:7]2[CH2:11][C@:10]3([CH:16]4[CH2:17][CH2:18][N:13]([CH2:14][CH2:15]4)[CH2:12]3)[O:9][C:8]2=[O:19])[O:5][CH:6]=1, predict the reactants needed to synthesize it. The reactants are: Br[C:2]1[CH:3]=[C:4]([N:7]2[CH2:11][C@:10]3([CH:16]4[CH2:17][CH2:18][N:13]([CH2:14][CH2:15]4)[CH2:12]3)[O:9][C:8]2=[O:19])[O:5][CH:6]=1.C([Sn](CCCC)(CCCC)[C:25]1[CH:30]=[CH:29][CH:28]=[CH:27][N:26]=1)CCC.